Dataset: Full USPTO retrosynthesis dataset with 1.9M reactions from patents (1976-2016). Task: Predict the reactants needed to synthesize the given product. (1) Given the product [OH:19][N:18]=[C:4]([C:6]1[CH:11]=[CH:10][C:9]([N:12]2[CH:16]=[CH:15][CH:14]=[N:13]2)=[CH:8][CH:7]=1)[CH2:3][O:2][CH3:1], predict the reactants needed to synthesize it. The reactants are: [CH3:1][O:2][CH2:3][C:4]([C:6]1[CH:11]=[CH:10][C:9]([N:12]2[CH:16]=[CH:15][CH:14]=[N:13]2)=[CH:8][CH:7]=1)=O.Cl.[NH2:18][OH:19].C(N(CC)CC)C.C(O)C. (2) Given the product [C:18]([NH:17][CH:4]1[CH2:3][C:2]([CH3:21])([CH3:1])[C:8]2[CH:9]=[CH:10][C:11]([NH:13][C:23]3[N:28]=[C:27]([NH:29][C:30]4[C:39]([F:40])=[CH:38][CH:37]=[CH:36][C:31]=4[C:32]([NH:34][CH3:35])=[O:33])[C:26]([Cl:41])=[CH:25][N:24]=3)=[CH:12][C:7]=2[NH:6][C:5]1=[O:16])(=[O:20])[CH3:19], predict the reactants needed to synthesize it. The reactants are: [CH3:1][C:2]1([CH3:21])[C:8]2[CH:9]=[CH:10][C:11]([N+:13]([O-])=O)=[CH:12][C:7]=2[NH:6][C:5](=[O:16])[CH:4]([NH:17][C:18](=[O:20])[CH3:19])[CH2:3]1.Cl[C:23]1[N:28]=[C:27]([NH:29][C:30]2[C:39]([F:40])=[CH:38][CH:37]=[CH:36][C:31]=2[C:32]([NH:34][CH3:35])=[O:33])[C:26]([Cl:41])=[CH:25][N:24]=1. (3) Given the product [O:13]=[C:12]1[C:11](=[O:15])[NH:1][C:2]2[C:9](=[CH:8][CH:7]=[C:4]([C:5]#[N:6])[CH:3]=2)[NH:10]1, predict the reactants needed to synthesize it. The reactants are: [NH2:1][C:2]1[CH:3]=[C:4]([CH:7]=[CH:8][C:9]=1[NH2:10])[C:5]#[N:6].[C:11](O)(=[O:15])[C:12](O)=[O:13]. (4) Given the product [F:1][C:2]1[CH:10]=[CH:9][C:8]([CH3:11])=[CH:7][C:3]=1[C:4]([O:6][CH3:16])=[O:5], predict the reactants needed to synthesize it. The reactants are: [F:1][C:2]1[CH:10]=[CH:9][C:8]([CH3:11])=[CH:7][C:3]=1[C:4]([OH:6])=[O:5].S(Cl)(Cl)=O.[CH3:16]O. (5) Given the product [NH2:23][C:4]1[CH:3]=[C:2]([CH3:1])[C:7]([CH3:8])=[CH:6][C:5]=1[S:9]([NH:12][C:13]1[CH:14]=[CH:15][CH:16]=[C:17]2[C:22]=1[N:21]=[CH:20][CH:19]=[CH:18]2)(=[O:11])=[O:10], predict the reactants needed to synthesize it. The reactants are: [CH3:1][C:2]1[C:7]([CH3:8])=[CH:6][C:5]([S:9]([NH:12][C:13]2[CH:14]=[CH:15][CH:16]=[C:17]3[C:22]=2[N:21]=[CH:20][CH:19]=[CH:18]3)(=[O:11])=[O:10])=[C:4]([N+:23]([O-])=O)[CH:3]=1.O.O.[Sn](Cl)Cl. (6) Given the product [N:5]1[CH:6]=[CH:7][C:2]([NH:1][C:10]2[S:11]/[C:12](=[CH:16]\[C:17]3[CH:18]=[C:19]4[C:24](=[CH:25][CH:26]=3)[N:23]=[CH:22][CH:21]=[CH:20]4)/[C:13](=[O:15])[N:14]=2)=[N:3][CH:4]=1, predict the reactants needed to synthesize it. The reactants are: [NH2:1][C:2]1[CH:7]=[CH:6][N:5]=[CH:4][N:3]=1.CS[C:10]1[S:11]/[C:12](=[CH:16]\[C:17]2[CH:18]=[C:19]3[C:24](=[CH:25][CH:26]=2)[N:23]=[CH:22][CH:21]=[CH:20]3)/[C:13](=[O:15])[N:14]=1. (7) Given the product [C:28]([NH:32][CH2:26][C:24]1[N:25]=[C:20]([C:11]2[C:12]3[C:17](=[CH:16][CH:15]=[CH:14][CH:13]=3)[CH:18]=[CH:19][C:10]=2[CH2:9][NH:8][C:3]2[CH:4]=[CH:5][CH:6]=[CH:7][C:2]=2[CH3:1])[CH:21]=[CH:22][CH:23]=1)([CH3:31])([CH3:30])[CH3:29], predict the reactants needed to synthesize it. The reactants are: [CH3:1][C:2]1[CH:7]=[CH:6][CH:5]=[CH:4][C:3]=1[NH:8][CH2:9][C:10]1[CH:19]=[CH:18][C:17]2[C:12](=[CH:13][CH:14]=[CH:15][CH:16]=2)[C:11]=1[C:20]1[N:25]=[C:24]([CH:26]=O)[CH:23]=[CH:22][CH:21]=1.[C:28]([NH2:32])([CH3:31])([CH3:30])[CH3:29].[BH3-]C#N.[Na+].ClCCl.